This data is from Drug-target binding data from BindingDB using Kd measurements. The task is: Regression. Given a target protein amino acid sequence and a drug SMILES string, predict the binding affinity score between them. We predict pKd (pKd = -log10(Kd in M); higher means stronger binding). Dataset: bindingdb_kd. The compound is CN1C(=O)C(c2cn(C)c3cc(Cl)ccc23)=C(c2ccc(Cl)cc2)C1(O)Cc1ccc(Cl)cc1. The target protein sequence is MCNTNMSVPTDGAVTTSQIPASEQETLVRPKPLLLKLLKSVGAQKDWYTMKEVLFYLGQYIMTKRLYDEKQQHIVYCSNDLLGDLFGVPSFSVKEHRKIYTMIYRNLVVVNQQESSDS. The pKd is 4.5.